From a dataset of Peptide-MHC class II binding affinity with 134,281 pairs from IEDB. Regression. Given a peptide amino acid sequence and an MHC pseudo amino acid sequence, predict their binding affinity value. This is MHC class II binding data. The peptide sequence is LGRFKHTDACCRTHDMCP. The MHC is DRB5_0101 with pseudo-sequence DRB5_0101. The binding affinity (normalized) is 0.671.